From a dataset of Reaction yield outcomes from USPTO patents with 853,638 reactions. Predict the reaction yield, written as a fraction of the theoretical maximum amount of product (1.0 means a 100% yield; for example, 0.34 means a 34% yield). (1) The reactants are [CH2:1]([N:3]1[CH:11]=[C:10]2[C:5]([CH:6]=[C:7]([C:13]([O:15][CH2:16][CH3:17])=[O:14])[CH:8]=[C:9]2[OH:12])=[N:4]1)[CH3:2].BrC1C=CC([CH2:25][S:26](=[N:28][C:29](=[O:35])[O:30][C:31]([CH3:34])([CH3:33])[CH3:32])[O-:27])=CC=1.C(=O)([O-])[O-].[Cs+].[Cs+].C[C:43]([CH3:54])([C:45](=O)[CH2:46][C:47](=O)[C:48](C)(C)C)C. The catalyst is CN1CCCC1=O.[Cu]Cl. The product is [C:31]([O:30][C:29]([N:28]=[S:26]([C:45]1[CH:46]=[CH:47][C:48]([O:12][C:9]2[C:10]3[C:5]([CH:6]=[C:7]([C:13]([O:15][CH2:16][CH3:17])=[O:14])[CH:8]=2)=[N:4][N:3]([CH2:1][CH3:2])[CH:11]=3)=[CH:54][CH:43]=1)([CH3:25])=[O:27])=[O:35])([CH3:34])([CH3:33])[CH3:32]. The yield is 0.840. (2) The reactants are [CH2:1]([O:8][C:9]1[C:10]([CH2:15][OH:16])=[N:11][CH:12]=[CH:13][CH:14]=1)[C:2]1[CH:7]=[CH:6][CH:5]=[CH:4][CH:3]=1. The catalyst is C(Cl)(Cl)Cl.O=[Mn]=O. The product is [CH2:1]([O:8][C:9]1[C:10]([CH:15]=[O:16])=[N:11][CH:12]=[CH:13][CH:14]=1)[C:2]1[CH:3]=[CH:4][CH:5]=[CH:6][CH:7]=1. The yield is 0.730. (3) The reactants are [NH2:1][C:2](=O)[CH:3]([F:18])[CH:4]([P:6](C(OCC)OCC)(=[O:10])[O:7]CC)[CH3:5].B.C1COCC1.Cl. The catalyst is C1COCC1. The product is [NH2:1][CH2:2][CH:3]([F:18])[CH:4]([PH:6](=[O:7])[OH:10])[CH3:5]. The yield is 0.150. (4) The reactants are [OH:1][C:2]1[N:6]([C:7]2[CH:12]=[C:11]([C:13]([O:15][CH3:16])=[O:14])[CH:10]=[CH:9][N:8]=2)[N:5]=[CH:4][CH:3]=1.O[CH2:18][C:19]1[CH:26]=[CH:25][C:22]([C:23]#[N:24])=[CH:21][C:20]=1[CH3:27].C1C=CC(P(C2C=CC=CC=2)C2C=CC=CC=2)=CC=1.CC(OC(/N=N/C(OC(C)C)=O)=O)C. The catalyst is C1COCC1. The product is [C:23]([C:22]1[CH:25]=[CH:26][C:19]([CH2:18][O:1][C:2]2[N:6]([C:7]3[CH:12]=[C:11]([C:13]([O:15][CH3:16])=[O:14])[CH:10]=[CH:9][N:8]=3)[N:5]=[CH:4][CH:3]=2)=[C:20]([CH3:27])[CH:21]=1)#[N:24]. The yield is 0.630. (5) The reactants are [CH2:1]([C:3]1[CH:4]=[C:5]([C:11]2[CH:12]=[C:13]3[C:17](=[CH:18][CH:19]=2)[C:16](=O)[CH:15]([CH:21]=O)[CH2:14]3)[CH:6]=[CH:7][C:8]=1[O:9][CH3:10])[CH3:2].O.[NH2:24][NH2:25].C(O)(=O)C. The catalyst is CCO. The product is [CH2:1]([C:3]1[CH:4]=[C:5]([C:11]2[CH:12]=[C:13]3[C:17](=[CH:18][CH:19]=2)[C:16]2=[N:24][NH:25][CH:21]=[C:15]2[CH2:14]3)[CH:6]=[CH:7][C:8]=1[O:9][CH3:10])[CH3:2]. The yield is 0.920. (6) The reactants are C([O:3][CH:4](OCC)[CH2:5][O:6][C:7]1[C:14]([O:15][CH3:16])=[CH:13][C:12]([O:17][CH3:18])=[CH:11][C:8]=1[CH:9]=O)C. The catalyst is C(O)(=O)C. The product is [CH3:18][O:17][C:12]1[CH:13]=[C:14]([O:15][CH3:16])[C:7]2[O:6][C:5]([CH:4]=[O:3])=[CH:9][C:8]=2[CH:11]=1. The yield is 0.280. (7) The yield is 1.00. The reactants are [Br-].[Mg+2].[Br-].[Cl:4][C:5]1[C:6]([F:26])=[C:7]([NH:11][C:12]2[C:21]3[C:16](=[CH:17][C:18]([O:24]C)=[C:19]([CH:22]=[O:23])[CH:20]=3)[N:15]=[CH:14][N:13]=2)[CH:8]=[CH:9][CH:10]=1. The catalyst is N1C=CC=CC=1.O. The product is [Cl:4][C:5]1[C:6]([F:26])=[C:7]([NH:11][C:12]2[C:21]3[C:16](=[CH:17][C:18]([OH:24])=[C:19]([CH:22]=[O:23])[CH:20]=3)[N:15]=[CH:14][N:13]=2)[CH:8]=[CH:9][CH:10]=1. (8) The reactants are [CH3:1][C:2]([CH3:32])([CH3:31])[CH2:3][N:4]1[C:8]2[N:9]=[C:10]([C:13]#[N:14])[N:11]=[CH:12][C:7]=2[CH:6]=[C:5]1[CH2:15][N:16]1[CH2:21][CH2:20][N:19]([C:22]2N=CC([N+]([O-])=O)=CN=2)[CH2:18][CH2:17]1.[CH3:33][S:34](Cl)(=[O:36])=[O:35].CCO[C:41]([CH3:43])=O. The catalyst is CO.N1C=CC=CC=1.O=[Pt]=O. The product is [C:13]([C:10]1[N:11]=[CH:12][C:7]2[CH:6]=[C:5]([CH2:15][N:16]3[CH2:21][CH2:20][N:19]([C:22]4[CH:43]=[CH:41][C:3]([NH:4][S:34]([CH3:33])(=[O:36])=[O:35])=[CH:2][CH:1]=4)[CH2:18][CH2:17]3)[N:4]([CH2:3][C:2]([CH3:31])([CH3:32])[CH3:1])[C:8]=2[N:9]=1)#[N:14]. The yield is 0.490.